This data is from Forward reaction prediction with 1.9M reactions from USPTO patents (1976-2016). The task is: Predict the product of the given reaction. (1) Given the reactants [CH:1]1([N:7]2[CH2:12][CH2:11][N:10]([CH2:13][CH2:14][CH2:15][N:16]3C(=O)C4C(=CC=CC=4)C3=O)[CH2:9][CH2:8]2)[CH2:6][CH2:5][CH2:4][CH2:3][CH2:2]1.O.NN, predict the reaction product. The product is: [CH:1]1([N:7]2[CH2:8][CH2:9][N:10]([CH2:13][CH2:14][CH2:15][NH2:16])[CH2:11][CH2:12]2)[CH2:2][CH2:3][CH2:4][CH2:5][CH2:6]1. (2) Given the reactants [NH2:1][C:2]1[CH:7]=[CH:6][C:5]([Cl:8])=[CH:4][C:3]=1[C:9]([C:11]1[CH:12]=[N:13][C:14]([CH3:17])=[CH:15][CH:16]=1)=[O:10].[C:18]([C:22]1[CH:27]=[CH:26][C:25]([S:28](Cl)(=[O:30])=[O:29])=[CH:24][CH:23]=1)([CH3:21])([CH3:20])[CH3:19], predict the reaction product. The product is: [C:18]([C:22]1[CH:27]=[CH:26][C:25]([S:28]([NH:1][C:2]2[CH:7]=[CH:6][C:5]([Cl:8])=[CH:4][C:3]=2[C:9]([C:11]2[CH:12]=[N:13][C:14]([CH3:17])=[CH:15][CH:16]=2)=[O:10])(=[O:30])=[O:29])=[CH:24][CH:23]=1)([CH3:21])([CH3:19])[CH3:20]. (3) Given the reactants [CH3:1][O:2][C:3]1[CH:11]=[CH:10][C:9]([O:12][C:13]([F:16])([F:15])[F:14])=[CH:8][C:4]=1[C:5](O)=[O:6].C(Cl)(=O)C([Cl:20])=O, predict the reaction product. The product is: [CH3:1][O:2][C:3]1[CH:11]=[CH:10][C:9]([O:12][C:13]([F:16])([F:15])[F:14])=[CH:8][C:4]=1[C:5]([Cl:20])=[O:6]. (4) Given the reactants [C:1]([O:5][C@@H:6]([C:12]1[C:36]([CH3:37])=[N:35][C:34]2=[CH:38][C:31]3=[N:32][N:33]2[C:13]=1[N:14]1[CH2:40][CH2:39][C:17]([CH3:41])([O:18][CH2:19][CH:20]=[CH:21][C:22]2[CH:23]=[CH:24][CH:25]=[CH:26][C:27]=2[CH2:28][CH:29]=[CH:30]3)[CH2:16][CH2:15]1)[C:7]([O:9]CC)=[O:8])([CH3:4])([CH3:3])[CH3:2].CO.[OH-].[Na+], predict the reaction product. The product is: [C:1]([O:5][C@@H:6]([C:12]1[C:36]([CH3:37])=[N:35][C:34]2=[CH:38][C:31]3=[N:32][N:33]2[C:13]=1[N:14]1[CH2:15][CH2:16][C:17]([CH3:41])([O:18][CH2:19][CH:20]=[CH:21][C:22]2[CH:23]=[CH:24][CH:25]=[CH:26][C:27]=2[CH2:28][CH:29]=[CH:30]3)[CH2:39][CH2:40]1)[C:7]([OH:9])=[O:8])([CH3:4])([CH3:2])[CH3:3].